Dataset: Reaction yield outcomes from USPTO patents with 853,638 reactions. Task: Predict the reaction yield, written as a fraction of the theoretical maximum amount of product (1.0 means a 100% yield; for example, 0.34 means a 34% yield). (1) The reactants are CC(C)([O-])C.[K+].[F:7][C:8]1[CH:9]=[C:10]([CH:13]=[CH:14][C:15]=1[OH:16])[CH:11]=[O:12].Br[CH2:18][CH2:19][CH2:20][O:21][C:22]1[CH:27]=[CH:26][C:25]([C:28]2[CH:33]=[CH:32][CH:31]=[CH:30][CH:29]=2)=[CH:24][CH:23]=1. The catalyst is CN(C)C=O.O. The product is [C:25]1([C:28]2[CH:29]=[CH:30][CH:31]=[CH:32][CH:33]=2)[CH:24]=[CH:23][C:22]([O:21][CH2:20][CH2:19][CH2:18][O:16][C:15]2[CH:14]=[CH:13][C:10]([CH:11]=[O:12])=[CH:9][C:8]=2[F:7])=[CH:27][CH:26]=1. The yield is 0.830. (2) The reactants are [NH2:1][C:2]([C:4]1[C:5]([F:32])=[C:6]([CH:28]=[CH:29][C:30]=1[F:31])[O:7][CH2:8][C:9]1[O:13][N:12]=[C:11]([C:14]2[CH:19]=[CH:18][C:17]([NH:20]C(=O)OC(C)(C)C)=[CH:16][CH:15]=2)[N:10]=1)=[O:3].O1CCOCC1.[ClH:39]. No catalyst specified. The product is [ClH:39].[NH2:20][C:17]1[CH:16]=[CH:15][C:14]([C:11]2[N:10]=[C:9]([CH2:8][O:7][C:6]3[C:5]([F:32])=[C:4]([C:2]([NH2:1])=[O:3])[C:30]([F:31])=[CH:29][CH:28]=3)[O:13][N:12]=2)=[CH:19][CH:18]=1. The yield is 0.430. (3) The product is [Br:6][C:7]1[CH:14]=[C:13]([C:15]([CH3:18])([CH3:17])[CH3:16])[CH:12]=[CH:11][C:8]=1[CH:9]=[CH2:1]. The yield is 0.810. The catalyst is [Br-].C[P+](C1C=CC=CC=1)(C1C=CC=CC=1)C1C=CC=CC=1.C1COCC1. The reactants are [CH2:1]([Li])CCC.[Br:6][C:7]1[CH:14]=[C:13]([C:15]([CH3:18])([CH3:17])[CH3:16])[CH:12]=[CH:11][C:8]=1[CH:9]=O. (4) The reactants are [Br:1][C:2]1[C:15]([F:16])=[CH:14][C:5](/[CH:6]=[N:7]/[S@@:8]([C:10]([CH3:13])([CH3:12])[CH3:11])=[O:9])=[C:4]([F:17])[CH:3]=1.[CH3:18][Mg]Br.CCOC(C)=O.CCCCCCC. The catalyst is C(Cl)Cl.CCOCC. The product is [Br:1][C:2]1[C:15]([F:16])=[CH:14][C:5]([C@@H:6]([NH:7][S@@:8]([C:10]([CH3:13])([CH3:12])[CH3:11])=[O:9])[CH3:18])=[C:4]([F:17])[CH:3]=1. The yield is 0.910. (5) The reactants are [NH2:1][C:2]1[N:10]=[C:9]([O:11][CH3:12])[CH:8]=[C:7]([O:13][CH3:14])[C:3]=1[C:4](O)=[O:5].Cl.C[N:17](C)CCCN=C=NCC.O.ON1C2C=CC=CC=2N=N1.CN1CCOCC1.[OH-].[NH4+]. The catalyst is C1COCC1. The product is [NH2:1][C:2]1[N:10]=[C:9]([O:11][CH3:12])[CH:8]=[C:7]([O:13][CH3:14])[C:3]=1[C:4]([NH2:17])=[O:5]. The yield is 0.623. (6) The reactants are C(NC(C)C)(C)C.C([Li])CCC.[CH3:13][O:14][C:15](=[O:26])[CH2:16][C:17]1[CH:22]=[CH:21][C:20]([S:23][CH3:24])=[C:19]([Cl:25])[CH:18]=1.I[CH2:28][CH:29]1[CH2:33][CH2:32][CH2:31][CH2:30]1. The catalyst is O1CCCC1.CN1CCCN(C)C1=O. The product is [CH3:13][O:14][C:15](=[O:26])[CH:16]([C:17]1[CH:22]=[CH:21][C:20]([S:23][CH3:24])=[C:19]([Cl:25])[CH:18]=1)[CH2:28][CH:29]1[CH2:33][CH2:32][CH2:31][CH2:30]1. The yield is 0.581. (7) The reactants are C(N=C=NC(C)C)(C)C.[CH3:10][C:11]1[CH:33]=[CH:32][CH:31]=[C:30]([CH3:34])[C:12]=1[O:13][C:14]1[CH:19]=[CH:18][C:17]([NH:20][C:21]([NH:23][C:24](OCC)=[O:25])=S)=[CH:16][C:15]=1[F:29].[NH:35]1[CH:39]=[C:38]([C:40]([O:42][CH2:43][CH3:44])=[O:41])[CH:37]=[N:36]1.C(Cl)Cl. The catalyst is ClCCCl.Cl[Ti](Cl)(Cl)Cl.CCO. The product is [CH3:10][C:11]1[CH:33]=[CH:32][CH:31]=[C:30]([CH3:34])[C:12]=1[O:13][C:14]1[CH:19]=[C:18]2[C:17](=[CH:16][C:15]=1[F:29])[N:20]=[C:21]([N:35]1[CH:39]=[C:38]([C:40]([O:42][CH2:43][CH3:44])=[O:41])[CH:37]=[N:36]1)[NH:23][C:24]2=[O:25]. The yield is 0.310. (8) The reactants are [CH3:1][O:2][C:3]1[C:8]([N+:9]([O-:11])=[O:10])=[CH:7][CH:6]=[CH:5][C:4]=1B1OC(C)(C)C(C)(C)O1.[CH3:21][O:22][C:23]([C:25]1[O:26][C:27](Br)=[CH:28][CH:29]=1)=[O:24].C(=O)([O-])[O-].[Na+].[Na+]. The catalyst is O1CCOCC1.C1C=CC([P]([Pd]([P](C2C=CC=CC=2)(C2C=CC=CC=2)C2C=CC=CC=2)([P](C2C=CC=CC=2)(C2C=CC=CC=2)C2C=CC=CC=2)[P](C2C=CC=CC=2)(C2C=CC=CC=2)C2C=CC=CC=2)(C2C=CC=CC=2)C2C=CC=CC=2)=CC=1. The product is [CH3:21][O:22][C:23]([C:25]1[O:26][C:27]([C:4]2[CH:5]=[CH:6][CH:7]=[C:8]([N+:9]([O-:11])=[O:10])[C:3]=2[O:2][CH3:1])=[CH:28][CH:29]=1)=[O:24]. The yield is 0.180. (9) The reactants are [CH:1]([N:4]1[CH2:9][CH2:8][N:7]([C:10]2[S:11][C:12]3[CH:18]=[C:17]([C:19](O)=[O:20])[CH:16]=[CH:15][C:13]=3[N:14]=2)[CH2:6][CH2:5]1)([CH3:3])[CH3:2].[CH:22]1[CH:23]=[CH:24]C2N(O)N=[N:28][C:26]=2[CH:27]=1.CCN=C=NCCCN(C)C.C(N(CC)CC)C.N1CCCCC1. The catalyst is C1COCC1. The product is [CH:1]([N:4]1[CH2:5][CH2:6][N:7]([C:10]2[S:11][C:12]3[CH:18]=[C:17]([C:19]([N:28]4[CH2:24][CH2:23][CH2:22][CH2:27][CH2:26]4)=[O:20])[CH:16]=[CH:15][C:13]=3[N:14]=2)[CH2:8][CH2:9]1)([CH3:3])[CH3:2]. The yield is 0.210. (10) The reactants are [NH:1]1[C:9]2[C:4](=[CH:5][CH:6]=[CH:7][CH:8]=2)[CH:3]=[CH:2]1.[OH-].[K+].Cl[CH2:13][C:14]1[CH:19]=[CH:18][C:17]([CH2:20][CH3:21])=[CH:16][CH:15]=1. The catalyst is C(O)C. The product is [CH2:20]([C:17]1[CH:18]=[CH:19][C:14]([CH2:13][N:1]2[C:9]3[C:4](=[CH:5][CH:6]=[CH:7][CH:8]=3)[CH:3]=[CH:2]2)=[CH:15][CH:16]=1)[CH3:21]. The yield is 0.470.